This data is from Forward reaction prediction with 1.9M reactions from USPTO patents (1976-2016). The task is: Predict the product of the given reaction. (1) Given the reactants [C-]#[C-].[Na+].[Na+].COC1C=CC([C:13]2C=CS[C:14]=2[C:18]([C:20]2[S:21][CH:22]=[CH:23][C:24]=2[C:25]2[CH:30]=[CH:29][C:28]([O:31][CH3:32])=[CH:27][CH:26]=2)=O)=CC=1.CS(C)=[O:35], predict the reaction product. The product is: [CH3:32][O:31][C:28]1[CH:27]=[CH:26][C:25]([C:24]([C:20]2[S:21][CH:13]=[CH:14][CH:18]=2)([OH:35])[C:23]#[CH:22])=[CH:30][CH:29]=1. (2) Given the reactants C(O)(=O)C.[F:5][C:6]([F:26])([F:25])[O:7][C:8]1[CH:13]=[CH:12][C:11]([N:14]2[CH2:18][CH2:17][C:16]3([CH2:23][CH2:22][NH:21][CH2:20][CH2:19]3)[C:15]2=[O:24])=[CH:10][CH:9]=1.[CH3:27][C:28]1[S:29][CH:30]=[C:31]([C:33](Cl)=[O:34])[N:32]=1.Cl, predict the reaction product. The product is: [CH3:27][C:28]1[S:29][CH:30]=[C:31]([C:33]([N:21]2[CH2:20][CH2:19][C:16]3([C:15](=[O:24])[N:14]([C:11]4[CH:12]=[CH:13][C:8]([O:7][C:6]([F:5])([F:25])[F:26])=[CH:9][CH:10]=4)[CH2:18][CH2:17]3)[CH2:23][CH2:22]2)=[O:34])[N:32]=1. (3) Given the reactants Br[C:2]1[CH:3]=[C:4]([CH:32]=[CH:33][CH:34]=1)[CH2:5][N:6]1[C:10]2[CH:11]=[C:12]([O:15][CH2:16][C:17]3[CH:21]=[CH:20][N:19]([CH3:22])[N:18]=3)[CH:13]=[CH:14][C:9]=2[N:8]=[C:7]1[C@H:23]1[CH2:28][CH2:27][CH2:26][CH2:25][C@H:24]1[C:29]([OH:31])=[O:30].[F:35][C:36]1([F:42])[CH2:41][CH2:40][NH:39][CH2:38][CH2:37]1, predict the reaction product. The product is: [F:35][C:36]1([F:42])[CH2:41][CH2:40][N:39]([C:2]2[CH:3]=[C:4]([CH:32]=[CH:33][CH:34]=2)[CH2:5][N:6]2[C:10]3[CH:11]=[C:12]([O:15][CH2:16][C:17]4[CH:21]=[CH:20][N:19]([CH3:22])[N:18]=4)[CH:13]=[CH:14][C:9]=3[N:8]=[C:7]2[C@H:23]2[CH2:28][CH2:27][CH2:26][CH2:25][C@H:24]2[C:29]([OH:31])=[O:30])[CH2:38][CH2:37]1. (4) The product is: [F:34][C:20]1[CH:21]=[C:22]([CH:32]=[CH:33][C:19]=1[C:6]1[CH:5]=[CH:4][C:3](=[O:17])[N:2]([CH3:1])[CH:7]=1)[CH2:23][NH:24][C:25](=[O:31])[O:26][C:27]([CH3:30])([CH3:29])[CH3:28]. Given the reactants [CH3:1][N:2]1[CH:7]=[C:6](B2OC(C)(C)C(C)(C)O2)[CH:5]=[CH:4][C:3]1=[O:17].Cl[C:19]1[CH:33]=[CH:32][C:22]([CH2:23][NH:24][C:25](=[O:31])[O:26][C:27]([CH3:30])([CH3:29])[CH3:28])=[CH:21][C:20]=1[F:34].[O-]P([O-])([O-])=O.[K+].[K+].[K+], predict the reaction product. (5) Given the reactants [CH3:1][N:2]([CH3:57])[CH2:3][CH2:4][N:5]([CH3:56])[CH2:6][C:7]([C@H:9]1[C@@H:13]2[C@@H:14]3[C@@:27]([CH3:30])([CH2:28][CH2:29][C@@:12]2([C:48](=[O:55])[NH:49][CH2:50][CH2:51][N:52]([CH3:54])[CH3:53])[CH2:11][CH2:10]1)[C@@:26]1([CH3:31])[C@@H:17]([C@:18]2([CH3:47])[C@@H:23]([CH2:24][CH2:25]1)[C:22]([CH3:33])([CH3:32])[C:21]([C:34]1[CH:46]=[CH:45][C:37]([C:38]([O:40]C(C)(C)C)=[O:39])=[CH:36][CH:35]=1)=[CH:20][CH2:19]2)[CH2:16][CH2:15]3)=[CH2:8].C(O)(C(F)(F)F)=O, predict the reaction product. The product is: [CH3:57][N:2]([CH3:1])[CH2:3][CH2:4][N:5]([CH3:56])[CH2:6][C:7]([C@H:9]1[C@@H:13]2[C@@H:14]3[C@@:27]([CH3:30])([CH2:28][CH2:29][C@@:12]2([C:48](=[O:55])[NH:49][CH2:50][CH2:51][N:52]([CH3:53])[CH3:54])[CH2:11][CH2:10]1)[C@@:26]1([CH3:31])[C@@H:17]([C@:18]2([CH3:47])[C@@H:23]([CH2:24][CH2:25]1)[C:22]([CH3:33])([CH3:32])[C:21]([C:34]1[CH:46]=[CH:45][C:37]([C:38]([OH:40])=[O:39])=[CH:36][CH:35]=1)=[CH:20][CH2:19]2)[CH2:16][CH2:15]3)=[CH2:8]. (6) Given the reactants [NH2:1][C:2]1[CH:3]=[CH:4][C:5]2[O:10][C@:9]([CH:12]([O:15][CH3:16])[O:13][CH3:14])([CH3:11])[C@H:8]([OH:17])[C@@H:7]([N:18]3[C:22]4[CH:23]=[CH:24][CH:25]=[CH:26][C:21]=4[O:20][C:19]3=[S:27])[C:6]=2[CH:28]=1.[C:29](OC(=O)C)(=[O:31])[CH3:30].C(N(CC)CC)C.C([O-])(O)=O.[Na+], predict the reaction product. The product is: [C:29]([NH:1][C:2]1[CH:3]=[CH:4][C:5]2[O:10][C@:9]([CH:12]([O:15][CH3:16])[O:13][CH3:14])([CH3:11])[C@H:8]([OH:17])[C@@H:7]([N:18]3[C:22]4[CH:23]=[CH:24][CH:25]=[CH:26][C:21]=4[O:20][C:19]3=[S:27])[C:6]=2[CH:28]=1)(=[O:31])[CH3:30]. (7) Given the reactants [C:1]([C:5]1[CH:16]=[C:15]([CH3:17])[C:8]([CH2:9][NH:10]C(=O)CCl)=[C:7]([OH:18])[CH:6]=1)([CH3:4])([CH3:3])[CH3:2].Cl, predict the reaction product. The product is: [NH2:10][CH2:9][C:8]1[C:15]([CH3:17])=[CH:16][C:5]([C:1]([CH3:3])([CH3:2])[CH3:4])=[CH:6][C:7]=1[OH:18]. (8) Given the reactants [CH2:1]([Li])[CH2:2][CH2:3]C.C(NC(C)C)(C)C.[CH3:13][N:14]1[C:22]2[C:17](=[CH:18][CH:19]=[CH:20][CH:21]=2)[C:16]([CH2:23][C:24]([OH:26])=[O:25])=[CH:15]1.C(I)CC, predict the reaction product. The product is: [CH3:13][N:14]1[C:22]2[C:17](=[CH:18][CH:19]=[CH:20][CH:21]=2)[C:16]([CH:23]([CH2:1][CH2:2][CH3:3])[C:24]([OH:26])=[O:25])=[CH:15]1. (9) Given the reactants [H-].[Na+].CCOP(OCC)([CH2:8][C:9]([O:11][C:12]([CH3:15])([CH3:14])[CH3:13])=[O:10])=O.[CH2:19]([O:21][C:22]([CH:24]1[CH2:29][CH2:28][C:27](=O)[CH2:26][CH2:25]1)=[O:23])[CH3:20], predict the reaction product. The product is: [C:12]([O:11][C:9](=[O:10])[CH:8]=[C:27]1[CH2:28][CH2:29][CH:24]([C:22]([O:21][CH2:19][CH3:20])=[O:23])[CH2:25][CH2:26]1)([CH3:13])([CH3:14])[CH3:15]. (10) Given the reactants [N+:1]([CH:4]1[CH:8]([CH:9]([CH2:11][CH2:12][CH3:13])[CH3:10])[S:7][CH2:6][CH:5]1O)([O-:3])=[O:2].S(Cl)(C)(=O)=O.C(N(CC)CC)C.O, predict the reaction product. The product is: [N+:1]([C:4]1[CH:8]([CH:9]([CH2:11][CH2:12][CH3:13])[CH3:10])[S:7][CH2:6][CH:5]=1)([O-:3])=[O:2].